From a dataset of Catalyst prediction with 721,799 reactions and 888 catalyst types from USPTO. Predict which catalyst facilitates the given reaction. (1) Reactant: [Cl:1][C:2]1[CH:10]=[C:9]2[C:5]([C:6](I)=[N:7][N:8]2[CH2:11][CH3:12])=[CH:4][CH:3]=1.C([Mg]Cl)(C)C.[CH2:19]([Sn:23]([CH2:29][CH2:30][CH2:31][CH3:32])([CH2:25][CH2:26][CH2:27][CH3:28])Cl)[CH2:20][CH2:21][CH3:22]. Product: [Cl:1][C:2]1[CH:10]=[C:9]2[C:5]([C:6]([Sn:23]([CH2:25][CH2:26][CH2:27][CH3:28])([CH2:29][CH2:30][CH2:31][CH3:32])[CH2:19][CH2:20][CH2:21][CH3:22])=[N:7][N:8]2[CH2:11][CH3:12])=[CH:4][CH:3]=1. The catalyst class is: 1. (2) Reactant: [C:1]([C:3]1[S:7][C:6]([NH2:8])=[N:5][C:4]=1[C:9]1[CH:14]=[CH:13][CH:12]=[CH:11][CH:10]=1)#[CH:2]. Product: [CH2:1]([C:3]1[S:7][C:6]([NH2:8])=[N:5][C:4]=1[C:9]1[CH:14]=[CH:13][CH:12]=[CH:11][CH:10]=1)[CH3:2]. The catalyst class is: 78. (3) Reactant: [CH3:1][N:2]([CH3:17])[CH2:3][C@@H:4]1[CH2:9][CH2:8][CH2:7][CH2:6][N:5]1CC1C=CC=CC=1.[ClH:18]. Product: [ClH:18].[CH3:1][N:2]([CH3:17])[CH2:3][C@@H:4]1[CH2:9][CH2:8][CH2:7][CH2:6][NH:5]1. The catalyst class is: 5. (4) Reactant: C([O:3][P:4]([CH2:9][C:10]1[CH:15]=[CH:14][C:13]([O:16][CH2:17][CH2:18][OH:19])=[C:12]([CH2:20][C:21]2[CH:26]=[CH:25][C:24]([CH2:27][CH3:28])=[CH:23][CH:22]=2)[CH:11]=1)(=[O:8])[O:5]CC)C.Br[Si](C)(C)C.CO. Product: [CH2:27]([C:24]1[CH:23]=[CH:22][C:21]([CH2:20][C:12]2[CH:11]=[C:10]([CH:15]=[CH:14][C:13]=2[O:16][CH2:17][CH2:18][OH:19])[CH2:9][P:4](=[O:3])([OH:8])[OH:5])=[CH:26][CH:25]=1)[CH3:28]. The catalyst class is: 4. (5) Reactant: [C:1]12(NC(=O)OC(C)(C)C)[CH2:7][CH:4]([CH2:5][CH2:6]1)CC2.F[C:17](F)(F)[C:18](O)=O.C([N:25](CC)CC)C.C([N:38]=[C:39]=[S:40])(=O)C1C=CC=CC=1.C(=O)([O-])[O-].[K+].[K+]. Product: [C:17]12([NH:38][C:39]([NH2:25])=[S:40])[CH2:18][CH:1]([CH2:6][CH2:5]1)[CH2:7][CH2:4]2. The catalyst class is: 4. (6) Reactant: [CH3:1][C:2]1[CH:6]=[CH:5][S:4][C:3]=1/[CH:7]=[CH:8]/[CH:9]1[CH2:14][CH2:13][NH:12][CH2:11][CH2:10]1.[CH3:15][O:16][C:17]1[C:18]([CH:23]=O)=[N:19][CH:20]=[CH:21][N:22]=1.C(O[BH-](OC(=O)C)OC(=O)C)(=O)C.[Na+].[OH-].[Na+]. Product: [CH3:15][O:16][C:17]1[C:18]([CH2:23][N:12]2[CH2:13][CH2:14][CH:9](/[CH:8]=[CH:7]/[C:3]3[S:4][CH:5]=[CH:6][C:2]=3[CH3:1])[CH2:10][CH2:11]2)=[N:19][CH:20]=[CH:21][N:22]=1. The catalyst class is: 7. (7) Reactant: COC(OC)[CH2:4][C@H:5]1[CH2:16][CH2:15][C:14]2[S:13][C:12]3[N:11]=[CH:10][N:9]=[C:8]([O:17][CH:18]4[CH2:23][CH2:22][CH:21]([N:24]([CH3:32])C(=O)OC(C)(C)C)[CH2:20][CH2:19]4)[C:7]=3[C:6]1=2.[Si]([C:39]#[N:40])(C)(C)C.B(F)(F)F.C[CH2:46][O:47][CH2:48]C. Product: [CH3:46][O:47][CH:48]([CH2:4][C@H:5]1[CH2:16][CH2:15][C:14]2[S:13][C:12]3[N:11]=[CH:10][N:9]=[C:8]([O:17][CH:18]4[CH2:23][CH2:22][CH:21]([NH:24][CH3:32])[CH2:20][CH2:19]4)[C:7]=3[C:6]1=2)[C:39]#[N:40]. The catalyst class is: 2.